The task is: Predict the product of the given reaction.. This data is from Forward reaction prediction with 1.9M reactions from USPTO patents (1976-2016). (1) Given the reactants [Cl:1][C:2]1[N:3]=[C:4]([N:13]2[CH2:18][CH2:17][O:16][CH2:15][CH2:14]2)[C:5]2[S:10][C:9]([CH:11]=O)=[CH:8][C:6]=2[N:7]=1.Cl.Cl.[CH3:21][C:22]1[N:23]([CH2:27][CH:28]2[CH2:33][CH2:32][NH:31][CH2:30][CH2:29]2)[CH:24]=[CH:25][N:26]=1, predict the reaction product. The product is: [Cl:1][C:2]1[N:3]=[C:4]([N:13]2[CH2:18][CH2:17][O:16][CH2:15][CH2:14]2)[C:5]2[S:10][C:9]([CH2:11][N:31]3[CH2:32][CH2:33][CH:28]([CH2:27][N:23]4[CH:24]=[CH:25][N:26]=[C:22]4[CH3:21])[CH2:29][CH2:30]3)=[CH:8][C:6]=2[N:7]=1. (2) Given the reactants [Cl:1][C:2]1[CH:3]=[CH:4][C:5]([OH:11])=[C:6](B(O)O)[CH:7]=1.[NH2:12][C:13]1[CH:18]=[C:17](Br)[CH:16]=[CH:15][N:14]=1.C(=O)([O-])[O-].[Na+].[Na+].O1CCOCC1, predict the reaction product. The product is: [NH2:12][C:13]1[CH:18]=[C:17]([C:6]2[CH:7]=[C:2]([Cl:1])[CH:3]=[CH:4][C:5]=2[OH:11])[CH:16]=[CH:15][N:14]=1. (3) The product is: [NH2:1][CH:4]([CH:7]([OH:12])[CH2:8][CH2:9][CH2:10][CH3:11])[CH2:5][CH3:6]. Given the reactants [N+:1]([CH:4]([CH:7]([OH:12])[CH2:8][CH2:9][CH2:10][CH3:11])[CH2:5][CH3:6])([O-])=O.O1CCNC1, predict the reaction product. (4) Given the reactants [Cl:1][C:2]1[CH:3]=[C:4]([CH:9]=[CH:10][C:11]([NH2:13])=[O:12])[CH:5]=[CH:6][C:7]=1[Cl:8].[Cl:14][CH2:15][C:16]([CH2:18]Cl)=O, predict the reaction product. The product is: [Cl:14][CH2:15][C:16]1[N:13]=[C:11]([CH:10]=[CH:9][C:4]2[CH:5]=[CH:6][C:7]([Cl:8])=[C:2]([Cl:1])[CH:3]=2)[O:12][CH:18]=1. (5) Given the reactants [CH2:1]([Sn](CCCC)(CCCC)C=C)[CH2:2]CC.Br[C:17]1[CH:18]=[C:19]([CH:22]=[CH:23][CH:24]=1)[C:20]#[N:21].C(OCC)(=O)C, predict the reaction product. The product is: [CH:1]([C:17]1[CH:18]=[C:19]([CH:22]=[CH:23][CH:24]=1)[C:20]#[N:21])=[CH2:2]. (6) Given the reactants C([O:3][C:4](=[O:45])[CH:5]([C:10]1[CH:11]=[C:12]([C:35]2[CH:40]=[CH:39][C:38]([C:41]([F:44])([F:43])[F:42])=[CH:37][CH:36]=2)[CH:13]=[C:14]([CH:16]2[CH2:21][CH2:20][CH2:19][N:18]([S:22]([C:25]3[C:26]4[CH:27]=[CH:28][N:29]=[CH:30][C:31]=4[CH:32]=[CH:33][CH:34]=3)(=[O:24])=[O:23])[CH2:17]2)[CH:15]=1)[CH2:6][CH:7]([CH3:9])[CH3:8])C.[OH-].[K+], predict the reaction product. The product is: [CH:30]1[C:31]2[CH:32]=[CH:33][CH:34]=[C:25]([S:22]([N:18]3[CH2:19][CH2:20][CH2:21][CH:16]([C:14]4[CH:15]=[C:10]([CH:5]([CH2:6][CH:7]([CH3:9])[CH3:8])[C:4]([OH:45])=[O:3])[CH:11]=[C:12]([C:35]5[CH:40]=[CH:39][C:38]([C:41]([F:42])([F:43])[F:44])=[CH:37][CH:36]=5)[CH:13]=4)[CH2:17]3)(=[O:24])=[O:23])[C:26]=2[CH:27]=[CH:28][N:29]=1. (7) The product is: [CH2:22]([N:3]1[C:4](=[O:21])[C:5]2[C:10]([C:11]3[C:16]([CH3:17])=[CH:15][C:14]([CH3:18])=[CH:13][C:12]=3[CH3:19])=[CH:9][N:8]([CH3:20])[C:6]=2[N:7]=[C:2]1[NH:1][CH2:31][CH2:32][CH3:33])[CH3:23]. Given the reactants [NH2:1][C:2]1[N:3]([CH2:22][CH3:23])[C:4](=[O:21])[C:5]2[C:10]([C:11]3[C:16]([CH3:17])=[CH:15][C:14]([CH3:18])=[CH:13][C:12]=3[CH3:19])=[CH:9][N:8]([CH3:20])[C:6]=2[N:7]=1.CN(C)C=O.[H-].[Na+].[CH2:31](I)[CH2:32][CH3:33], predict the reaction product. (8) Given the reactants [N:1]12[CH2:8][CH2:7][C:4]([C:9]([C:16]3[S:17][CH:18]=[CH:19][CH:20]=3)([C:11]3[S:12][CH:13]=[CH:14][CH:15]=3)[OH:10])([CH2:5][CH2:6]1)[CH2:3][CH2:2]2.[Br:21][CH2:22][CH2:23][CH2:24][C:25]1[CH:30]=[CH:29][CH:28]=[CH:27][CH:26]=1, predict the reaction product. The product is: [Br-:21].[OH:10][C:9]([C:16]1[S:17][CH:18]=[CH:19][CH:20]=1)([C:11]1[S:12][CH:13]=[CH:14][CH:15]=1)[C:4]12[CH2:5][CH2:6][N+:1]([CH2:22][CH2:23][CH2:24][C:25]3[CH:30]=[CH:29][CH:28]=[CH:27][CH:26]=3)([CH2:8][CH2:7]1)[CH2:2][CH2:3]2.